This data is from Forward reaction prediction with 1.9M reactions from USPTO patents (1976-2016). The task is: Predict the product of the given reaction. (1) Given the reactants [Cl:1][C:2]1[C:7]([CH2:8][NH:9][C:10]2[C:15]([F:16])=[C:14]([O:17][CH3:18])[CH:13]=[C:12]([O:19][CH3:20])[C:11]=2[F:21])=[CH:6][N:5]=[C:4]2[NH:22][CH:23]=[CH:24][C:3]=12.[H-].[Na+].[CH3:27][Si:28]([CH2:31][CH2:32][O:33][CH2:34]Cl)([CH3:30])[CH3:29], predict the reaction product. The product is: [Cl:1][C:2]1[C:7]([CH2:8][NH:9][C:10]2[C:15]([F:16])=[C:14]([O:17][CH3:18])[CH:13]=[C:12]([O:19][CH3:20])[C:11]=2[F:21])=[CH:6][N:5]=[C:4]2[N:22]([CH2:34][O:33][CH2:32][CH2:31][Si:28]([CH3:30])([CH3:29])[CH3:27])[CH:23]=[CH:24][C:3]=12. (2) Given the reactants O=S(Cl)[Cl:3].[NH2:5][C@H:6]([C:14]([OH:16])=[O:15])[CH2:7][C:8]1[CH:13]=[CH:12][CH:11]=[CH:10][CH:9]=1.[CH3:17]O, predict the reaction product. The product is: [ClH:3].[CH3:17][O:15][C:14](=[O:16])[C@H:6]([CH2:7][C:8]1[CH:13]=[CH:12][CH:11]=[CH:10][CH:9]=1)[NH2:5]. (3) The product is: [N:13]1[O:14][N:15]=[C:11]2[CH:10]=[C:9]([O:19][C:20]3[CH:21]=[C:22]4[C:26](=[CH:27][CH:28]=3)[CH:25]([NH:29][S:30]([CH:33]([CH3:35])[CH3:34])(=[O:32])=[O:31])[CH2:24][CH2:23]4)[CH:17]=[CH:16][C:12]=12. Given the reactants CC1(C)C(C)(C)OB([C:9]2[CH:17]=[CH:16][C:12]3=[N:13][O:14][N:15]=[C:11]3[CH:10]=2)O1.[OH:19][C:20]1[CH:21]=[C:22]2[C:26](=[CH:27][CH:28]=1)[CH:25]([NH:29][S:30]([CH:33]([CH3:35])[CH3:34])(=[O:32])=[O:31])[CH2:24][CH2:23]2.C(N(CC)CC)C, predict the reaction product. (4) Given the reactants [OH:1][C:2]1[C:3]([CH3:18])=[C:4]2[C:9](=[C:10]([CH3:13])[C:11]=1[CH3:12])[O:8][C:7]([CH3:17])([C:14]([OH:16])=O)[CH2:6][CH2:5]2.C1N=CN(C(N2C=NC=C2)=O)C=1.[NH2:31][CH2:32][CH2:33][C:34]1[CH:39]=[CH:38][C:37]([OH:40])=[CH:36][CH:35]=1, predict the reaction product. The product is: [OH:1][C:2]1[C:3]([CH3:18])=[C:4]2[C:9](=[C:10]([CH3:13])[C:11]=1[CH3:12])[O:8][C:7]([CH3:17])([C:14]([NH:31][CH2:32][CH2:33][C:34]1[CH:39]=[CH:38][C:37]([OH:40])=[CH:36][CH:35]=1)=[O:16])[CH2:6][CH2:5]2.